From a dataset of Peptide-MHC class II binding affinity with 134,281 pairs from IEDB. Regression. Given a peptide amino acid sequence and an MHC pseudo amino acid sequence, predict their binding affinity value. This is MHC class II binding data. (1) The peptide sequence is AFKVAATAANAGPAN. The MHC is DRB1_0802 with pseudo-sequence DRB1_0802. The binding affinity (normalized) is 0.632. (2) The peptide sequence is DFLELLRYLAVELLP. The MHC is DRB1_1302 with pseudo-sequence DRB1_1302. The binding affinity (normalized) is 0.0654.